Dataset: Reaction yield outcomes from USPTO patents with 853,638 reactions. Task: Predict the reaction yield, written as a fraction of the theoretical maximum amount of product (1.0 means a 100% yield; for example, 0.34 means a 34% yield). The catalyst is C(Cl)Cl.CN(C=O)C. The yield is 0.920. The product is [NH2:14][C:6]1[CH:7]=[CH:8][C:9]([C:11]([NH:23][C:24]2[CH:25]=[CH:26][C:27]([C:34]([NH:36][C:37]3[CH:38]=[CH:39][C:40]([C:47]([NH:49][C:50]4[CH:51]=[CH:52][C:53]([C:60]([O:62][CH3:63])=[O:61])=[N:54][C:55]=4[O:56][CH:57]([CH3:59])[CH3:58])=[O:48])=[N:41][C:42]=3[O:43][CH:44]([CH3:46])[CH3:45])=[O:35])=[N:28][C:29]=2[O:30][CH:31]([CH3:32])[CH3:33])=[O:12])=[N:10][C:5]=1[O:4][CH:1]([CH3:3])[CH3:2]. The reactants are [CH:1]([O:4][C:5]1[N:10]=[C:9]([C:11](O)=[O:12])[CH:8]=[CH:7][C:6]=1[N+:14]([O-])=O)([CH3:3])[CH3:2].C(Cl)(C(Cl)=O)=O.[NH2:23][C:24]1[CH:25]=[CH:26][C:27]([C:34]([NH:36][C:37]2[CH:38]=[CH:39][C:40]([C:47]([NH:49][C:50]3[CH:51]=[CH:52][C:53]([C:60]([O:62][CH3:63])=[O:61])=[N:54][C:55]=3[O:56][CH:57]([CH3:59])[CH3:58])=[O:48])=[N:41][C:42]=2[O:43][CH:44]([CH3:46])[CH3:45])=[O:35])=[N:28][C:29]=1[O:30][CH:31]([CH3:33])[CH3:32].CCN(C(C)C)C(C)C.